Dataset: Full USPTO retrosynthesis dataset with 1.9M reactions from patents (1976-2016). Task: Predict the reactants needed to synthesize the given product. (1) Given the product [C:11]([O:15][C:16]([NH:17][NH:18][CH2:7][C:6]1[CH:9]=[C:2]([Cl:1])[CH:3]=[CH:4][C:5]=1[OH:10])=[O:19])([CH3:14])([CH3:13])[CH3:12], predict the reactants needed to synthesize it. The reactants are: [Cl:1][C:2]1[CH:3]=[CH:4][C:5]([OH:10])=[C:6]([CH:9]=1)[CH:7]=O.[C:11]([O:15][C:16](=[O:19])[NH:17][NH2:18])([CH3:14])([CH3:13])[CH3:12].C(O)(=O)C.C(O[BH-](OC(=O)C)OC(=O)C)(=O)C.[Na+]. (2) Given the product [C:30]([C:29]1[CH:32]=[C:33]([C:2]2[N:7]=[CH:6][C:5]([C:8]3[C:9]([CH2:22][CH3:23])=[C:10]([CH2:14][CH2:15][CH2:16][C:17]([O:19][CH2:20][CH3:21])=[O:18])[CH:11]=[CH:12][CH:13]=3)=[CH:4][N:3]=2)[CH:34]=[CH:35][C:28]=1[O:27][CH:25]([CH3:26])[CH3:24])#[N:31], predict the reactants needed to synthesize it. The reactants are: Cl[C:2]1[N:7]=[CH:6][C:5]([C:8]2[C:9]([CH2:22][CH3:23])=[C:10]([CH2:14][CH2:15][CH2:16][C:17]([O:19][CH2:20][CH3:21])=[O:18])[CH:11]=[CH:12][CH:13]=2)=[CH:4][N:3]=1.[CH3:24][CH:25]([O:27][C:28]1[CH:35]=[CH:34][C:33](B2OC(C)(C)C(C)(C)O2)=[CH:32][C:29]=1[C:30]#[N:31])[CH3:26].P([O-])([O-])([O-])=O.[K+].[K+].[K+]. (3) The reactants are: [CH3:1][C:2]([CH3:28])([CH3:27])[C@H:3]([NH:8][C:9]([C:11]1[N:12]=[C:13]([C:21]2[CH:26]=[CH:25][CH:24]=[CH:23][CH:22]=2)[N:14]2[CH2:19][CH2:18][N:17]([CH3:20])[CH2:16][C:15]=12)=[O:10])[C:4]([NH:6][CH3:7])=[O:5].[CH3:29][I:30]. Given the product [I-:30].[CH3:1][C:2]([CH3:28])([CH3:27])[C@H:3]([NH:8][C:9]([C:11]1[N:12]=[C:13]([C:21]2[CH:22]=[CH:23][CH:24]=[CH:25][CH:26]=2)[N:14]2[CH2:19][CH2:18][N+:17]([CH3:29])([CH3:20])[CH2:16][C:15]=12)=[O:10])[C:4]([NH:6][CH3:7])=[O:5], predict the reactants needed to synthesize it. (4) Given the product [CH3:1][C:2]1[N:3]([CH3:15])[C:4]2[C:5]([N:14]=1)=[C:6]1[C:11](=[CH:12][CH:13]=2)[N:10]([C:29]([O:28][CH2:32][C:20]2[CH:21]=[CH:22][CH:23]=[CH:24][CH:25]=2)=[O:16])[CH2:9][CH2:8][CH2:7]1, predict the reactants needed to synthesize it. The reactants are: [CH3:1][C:2]1[N:3]([CH3:15])[C:4]2[C:5]([N:14]=1)=[C:6]1[C:11](=[CH:12][CH:13]=2)[NH:10][CH2:9][CH2:8][CH2:7]1.[OH-:16].[Na+].C(Cl)(=O)O[C:20]1[CH:25]=[CH:24][CH:23]=[CH:22][CH:21]=1.[O:28]1[CH2:32]CC[CH2:29]1. (5) Given the product [Cl:25][C:26]1[CH:34]=[C:33]([Cl:35])[CH:32]=[CH:31][C:27]=1[C:28]([NH:1][C:2]1[CH:3]=[CH:4][C:5]([C:8]2[S:12][C:11]([CH:13]3[CH2:14][CH2:15][CH:16]([CH2:19][C:20]([O:22][CH2:23][CH3:24])=[O:21])[CH2:17][CH2:18]3)=[N:10][CH:9]=2)=[CH:6][CH:7]=1)=[O:29], predict the reactants needed to synthesize it. The reactants are: [NH2:1][C:2]1[CH:7]=[CH:6][C:5]([C:8]2[S:12][C:11]([CH:13]3[CH2:18][CH2:17][CH:16]([CH2:19][C:20]([O:22][CH2:23][CH3:24])=[O:21])[CH2:15][CH2:14]3)=[N:10][CH:9]=2)=[CH:4][CH:3]=1.[Cl:25][C:26]1[CH:34]=[C:33]([Cl:35])[CH:32]=[CH:31][C:27]=1[C:28](Cl)=[O:29]. (6) Given the product [CH3:33][O:34][CH2:35][C:36]([NH:2][C@H:3]1[CH2:8][CH2:7][C@H:6]([NH:9][C:10]([C:12]2[C:16]3[N:17]=[CH:18][N:19]=[C:20]([C:21]4[CH:26]=[C:25]([F:27])[CH:24]=[CH:23][C:22]=4[O:28][CH2:29][CH:30]4[CH2:31][CH2:32]4)[C:15]=3[NH:14][CH:13]=2)=[O:11])[CH2:5][CH2:4]1)=[O:37], predict the reactants needed to synthesize it. The reactants are: Cl.[NH2:2][C@H:3]1[CH2:8][CH2:7][C@H:6]([NH:9][C:10]([C:12]2[C:16]3[N:17]=[CH:18][N:19]=[C:20]([C:21]4[CH:26]=[C:25]([F:27])[CH:24]=[CH:23][C:22]=4[O:28][CH2:29][CH:30]4[CH2:32][CH2:31]4)[C:15]=3[NH:14][CH:13]=2)=[O:11])[CH2:5][CH2:4]1.[CH3:33][O:34][CH2:35][C:36](Cl)=[O:37]. (7) Given the product [ClH:19].[Cl:19][C:20]1[CH:25]=[C:24]([NH:26][C:27]([NH:1][C@H:2]2[CH2:3][CH2:4][C@@H:5]([NH:8][C:9]3[CH:14]=[C:13]([N:15]([CH3:17])[CH3:16])[C:12]([CH3:18])=[CH:11][N:10]=3)[CH2:6][CH2:7]2)=[S:28])[CH:23]=[CH:22][C:21]=1[F:29], predict the reactants needed to synthesize it. The reactants are: [NH2:1][C@@H:2]1[CH2:7][CH2:6][C@H:5]([NH:8][C:9]2[CH:14]=[C:13]([N:15]([CH3:17])[CH3:16])[C:12]([CH3:18])=[CH:11][N:10]=2)[CH2:4][CH2:3]1.[Cl:19][C:20]1[CH:25]=[C:24]([N:26]=[C:27]=[S:28])[CH:23]=[CH:22][C:21]=1[F:29].O. (8) The reactants are: Cl.[CH:2]1([C:6]([NH2:8])=[NH:7])[CH2:5][CH2:4][CH2:3]1.C(O[CH:12]=[CH:13][C:14]#[N:15])C. Given the product [CH:2]1([C:6]2[N:8]=[C:14]([NH2:15])[CH:13]=[CH:12][N:7]=2)[CH2:5][CH2:4][CH2:3]1, predict the reactants needed to synthesize it.